Dataset: Full USPTO retrosynthesis dataset with 1.9M reactions from patents (1976-2016). Task: Predict the reactants needed to synthesize the given product. (1) Given the product [Cl:42][C:38]1[CH:37]=[C:36]([C@H:27]([O:28][CH2:29][CH2:30][CH2:31][C:32]([NH:45][CH3:44])=[O:34])[C@@H:23]2[CH2:24][CH2:25][CH2:26][N:21]([C:19]([NH:18][C@@H:10]([CH2:11][CH:12]3[CH2:13][CH2:14][CH2:15][CH2:16][CH2:17]3)[CH2:9][N:8]([CH3:43])[C:6](=[O:7])[O:5][C:1]([CH3:3])([CH3:2])[CH3:4])=[O:20])[CH2:22]2)[CH:41]=[CH:40][CH:39]=1, predict the reactants needed to synthesize it. The reactants are: [C:1]([O:5][C:6]([N:8]([CH3:43])[CH2:9][C@@H:10]([NH:18][C:19]([N:21]1[CH2:26][CH2:25][CH2:24][C@@H:23]([C@H:27]([C:36]2[CH:41]=[CH:40][CH:39]=[C:38]([Cl:42])[CH:37]=2)[O:28][CH2:29][CH2:30][CH2:31][C:32]([O:34]C)=O)[CH2:22]1)=[O:20])[CH2:11][CH:12]1[CH2:17][CH2:16][CH2:15][CH2:14][CH2:13]1)=[O:7])([CH3:4])([CH3:3])[CH3:2].[CH3:44][NH2:45].C(O)C. (2) The reactants are: [C:1]([C:5]1[CH:11]=[C:10]([OH:12])[CH:9]=[C:8]([C:13]([CH3:16])([CH3:15])[CH3:14])[C:6]=1[OH:7])([CH3:4])([CH3:3])[CH3:2].CCCC[CH2:21][CH3:22].[C:23](OC(=O)C)(=[O:25])[CH3:24].S(=O)(=O)(O)[OH:31]. Given the product [C:23]([O:7][C:6]1[C:5]([C:1]([CH3:4])([CH3:3])[CH3:2])=[CH:11][C:10]([O:12][C:21](=[O:31])[CH3:22])=[CH:9][C:8]=1[C:13]([CH3:16])([CH3:15])[CH3:14])(=[O:25])[CH3:24], predict the reactants needed to synthesize it. (3) The reactants are: [CH2:1]([O:4][C:5]([CH3:9])([CH3:8])[CH2:6][OH:7])[CH:2]=[CH2:3].ClC1C=CC=C(C(OO)=[O:18])C=1.C(=O)([O-])O.[Na+].S([O-])([O-])(=O)=S.[Na+].[Na+]. Given the product [CH3:8][C:5]([O:4][CH2:1][CH:2]1[CH2:3][O:18]1)([CH3:9])[CH2:6][OH:7], predict the reactants needed to synthesize it. (4) Given the product [CH3:3][CH:2]([CH2:4][CH2:5][CH2:6][C@H:7]([C@@H:9]1[C@:26]2([CH3:27])[C@H:12]([C@H:13]3[C@H:23]([CH2:24][CH2:25]2)[C@:21]2([CH3:20])[CH:16]([CH2:29][CH:30]([O:32][CH2:36][C:37]([O:39][C:40]([CH3:43])([CH3:42])[CH3:41])=[O:38])[CH2:31][CH2:22]2)[CH2:15][CH2:14]3)[CH2:11][CH2:10]1)[CH3:8])[CH3:1], predict the reactants needed to synthesize it. The reactants are: [CH2:1](O)[CH:2]([CH2:4][CH2:5][CH2:6][C@H:7]([C@@H:9]1[C@:26]2([CH3:27])[C@H:12]([C@H:13]3[C@H:23]([CH2:24][CH2:25]2)[C@:21]2([CH3:22])[CH:16](CCC[CH2:20]2)[CH2:15][CH2:14]3)[CH2:11][CH2:10]1)[CH3:8])[CH3:3].[CH3:29][C:30](C)([O-:32])[CH3:31].[K+].Br[CH2:36][C:37]([O:39][C:40]([CH3:43])([CH3:42])[CH3:41])=[O:38].